Dataset: Forward reaction prediction with 1.9M reactions from USPTO patents (1976-2016). Task: Predict the product of the given reaction. (1) Given the reactants N.[Li].[CH3:3][C@@:4]12[CH2:17][CH2:16][C:15](=[O:18])[CH:14]=[C:13]1[CH2:12][CH2:11][C@H:10]1[C@H:5]2[CH2:6][C@@H:7]2[CH2:21][CH2:20][C@H:19]([OH:22])[C@@:8]2([CH3:23])[CH2:9]1.[NH4+].[Cl-], predict the reaction product. The product is: [CH3:3][C@@:4]12[CH2:17][CH2:16][C:15](=[O:18])[CH2:14][C@H:13]1[CH2:12][CH2:11][C@H:10]1[C@H:5]2[CH2:6][C@@H:7]2[CH2:21][CH2:20][C@H:19]([OH:22])[C@@:8]2([CH3:23])[CH2:9]1. (2) Given the reactants Cl.[C:2]([C:4]1[C:13]2[C:8](=[CH:9][CH:10]=[CH:11][CH:12]=2)[C:7]([C:14]([NH:16][CH:17]2[CH2:22][CH2:21][NH:20][CH2:19][CH2:18]2)=[O:15])=[N:6][CH:5]=1)#[N:3].[CH3:23][C:24]1[C:32]2[CH2:31][O:30][C:29](=[O:33])[C:28]=2[CH:27]=[CH:26][C:25]=1[C@@H:34]1[CH2:36][O:35]1, predict the reaction product. The product is: [C:2]([C:4]1[C:13]2[C:8](=[CH:9][CH:10]=[CH:11][CH:12]=2)[C:7]([C:14]([NH:16][CH:17]2[CH2:22][CH2:21][N:20]([CH2:36][C@H:34]([OH:35])[C:25]3[C:24]([CH3:23])=[C:32]4[C:28](=[CH:27][CH:26]=3)[C:29](=[O:33])[O:30][CH2:31]4)[CH2:19][CH2:18]2)=[O:15])=[N:6][CH:5]=1)#[N:3]. (3) Given the reactants [CH3:1][N:2](C(OC(C)(C)C)=O)[C:3](N1C=CC=N1)=[N:4]C(OC(C)(C)C)=O.C(N(C(C)C)C(C)C)C.[ClH:33].Cl.[NH2:35][CH2:36][CH2:37][N:38]1[C:46]2[C:45]([NH:47][C:48]3[CH:53]=[CH:52][C:51]([O:54][C:55]4[CH:60]=[CH:59][CH:58]=[C:57]([C:61]([F:64])([F:63])[F:62])[CH:56]=4)=[C:50]([Cl:65])[CH:49]=3)=[N:44][CH:43]=[N:42][C:41]=2[CH:40]=[CH:39]1.O, predict the reaction product. The product is: [ClH:65].[ClH:33].[Cl:65][C:50]1[CH:49]=[C:48]([NH:47][C:45]2[C:46]3[N:38]([CH2:37][CH2:36][NH:35][C:3]([NH:2][CH3:1])=[NH:4])[CH:39]=[CH:40][C:41]=3[N:42]=[CH:43][N:44]=2)[CH:53]=[CH:52][C:51]=1[O:54][C:55]1[CH:60]=[CH:59][CH:58]=[C:57]([C:61]([F:64])([F:63])[F:62])[CH:56]=1. (4) Given the reactants [CH3:1][N:2]1[CH2:9][CH2:8][CH2:7][C@H:3]1[C:4]([OH:6])=O.[Cl:10][C:11]1[CH:12]=[C:13]([NH:25][C:26]2[C:35]3[C:30](=[CH:31][CH:32]=[CH:33][C:34]=3[O:36][CH2:37][CH2:38][NH:39][CH3:40])[N:29]=[CH:28][N:27]=2)[CH:14]=[CH:15][C:16]=1[O:17][CH2:18][C:19]1[CH:24]=[CH:23][CH:22]=[CH:21][N:20]=1, predict the reaction product. The product is: [Cl:10][C:11]1[CH:12]=[C:13]([NH:25][C:26]2[C:35]3[C:30](=[CH:31][CH:32]=[CH:33][C:34]=3[O:36][CH2:37][CH2:38][N:39]([CH3:40])[C:4](=[O:6])[C@@H:3]3[CH2:7][CH2:8][CH2:9][N:2]3[CH3:1])[N:29]=[CH:28][N:27]=2)[CH:14]=[CH:15][C:16]=1[O:17][CH2:18][C:19]1[CH:24]=[CH:23][CH:22]=[CH:21][N:20]=1.